Dataset: Reaction yield outcomes from USPTO patents with 853,638 reactions. Task: Predict the reaction yield, written as a fraction of the theoretical maximum amount of product (1.0 means a 100% yield; for example, 0.34 means a 34% yield). (1) The reactants are [Cl:1][C:2]1[CH:11]=[CH:10][C:9]2[C:4](=[CH:5][CH:6]=[C:7]([OH:12])[CH:8]=2)[N:3]=1.[B-](F)(F)(F)[F:14].[B-](F)(F)(F)F.C1[N+]2(CCl)CC[N+](F)(CC2)C1. The catalyst is CC#N. The yield is 0.210. The product is [Cl:1][C:2]1[CH:11]=[CH:10][C:9]2[C:4](=[CH:5][CH:6]=[C:7]([OH:12])[C:8]=2[F:14])[N:3]=1. (2) The reactants are Cl[C:2]1[C:6]2[CH:7]=[CH:8][CH:9]=[CH:10][C:5]=2[S:4](=[O:12])(=[O:11])[N:3]=1.Cl.Cl.[NH2:15][CH:16]([CH2:29][CH:30]1[CH2:35][CH2:34][CH2:33][CH2:32][CH2:31]1)[C:17]([NH:19][C:20]1([C:27]#[N:28])[CH2:25][CH2:24][N:23]([CH3:26])[CH2:22][CH2:21]1)=[O:18].C(N(CC)CC)C. The catalyst is C(#N)C. The product is [C:27]([C:20]1([NH:19][C:17](=[O:18])[CH:16]([NH:15][C:2]2[C:6]3[CH:7]=[CH:8][CH:9]=[CH:10][C:5]=3[S:4](=[O:12])(=[O:11])[N:3]=2)[CH2:29][CH:30]2[CH2:31][CH2:32][CH2:33][CH2:34][CH2:35]2)[CH2:21][CH2:22][N:23]([CH3:26])[CH2:24][CH2:25]1)#[N:28]. The yield is 0.490. (3) The reactants are [CH:1]1[C:13]2[CH:12]([CH2:14][O:15][C:16]([NH:18][CH2:19][CH2:20][N:21]([CH2:35][C:36]([O:38]C(C)(C)C)=[O:37])[S:22]([C:25]3[C:34]4[C:29](=[CH:30][CH:31]=[CH:32][CH:33]=4)[CH:28]=[CH:27][CH:26]=3)(=[O:24])=[O:23])=[O:17])[C:11]3[C:6](=[CH:7][CH:8]=[CH:9][CH:10]=3)[C:5]=2[CH:4]=[CH:3][CH:2]=1.FC(F)(F)C(O)=O. The catalyst is C(Cl)Cl. The product is [CH:10]1[C:11]2[CH:12]([CH2:14][O:15][C:16]([NH:18][CH2:19][CH2:20][N:21]([CH2:35][C:36]([OH:38])=[O:37])[S:22]([C:25]3[C:34]4[C:29](=[CH:30][CH:31]=[CH:32][CH:33]=4)[CH:28]=[CH:27][CH:26]=3)(=[O:23])=[O:24])=[O:17])[C:13]3[C:5](=[CH:4][CH:3]=[CH:2][CH:1]=3)[C:6]=2[CH:7]=[CH:8][CH:9]=1. The yield is 0.910.